This data is from Reaction yield outcomes from USPTO patents with 853,638 reactions. The task is: Predict the reaction yield, written as a fraction of the theoretical maximum amount of product (1.0 means a 100% yield; for example, 0.34 means a 34% yield). (1) The reactants are C[O:2][C:3]([C:5]1[CH:6]=[CH:7][CH:8]=[C:9]2[C:14]=1[NH:13][CH:12]([C:15]1[CH:20]=[CH:19][CH:18]=[C:17]([N:21]3[CH2:26][CH2:25][N:24]([CH3:27])[CH2:23][CH2:22]3)[CH:16]=1)[CH2:11][C:10]2([CH3:29])[CH3:28])=[O:4].[OH-].[Na+].Cl. The catalyst is CO.O1CCCC1.O. The product is [CH3:28][C:10]1([CH3:29])[C:9]2[C:14](=[C:5]([C:3]([OH:4])=[O:2])[CH:6]=[CH:7][CH:8]=2)[NH:13][CH:12]([C:15]2[CH:20]=[CH:19][CH:18]=[C:17]([N:21]3[CH2:22][CH2:23][N:24]([CH3:27])[CH2:25][CH2:26]3)[CH:16]=2)[CH2:11]1. The yield is 0.950. (2) The reactants are Br[C:2]1[CH:7]=[CH:6][C:5]([O:8][CH3:9])=[C:4]([O:10][CH2:11][O:12][CH3:13])[CH:3]=1.C([Li])CCC.[CH2:19]([Sn:23](Cl)([CH2:28][CH2:29][CH2:30][CH3:31])[CH2:24][CH2:25][CH2:26][CH3:27])[CH2:20][CH2:21][CH3:22]. The catalyst is O1CCCC1. The product is [CH2:28]([Sn:23]([CH2:19][CH2:20][CH2:21][CH3:22])([CH2:24][CH2:25][CH2:26][CH3:27])[C:2]1[CH:7]=[CH:6][C:5]([O:8][CH3:9])=[C:4]([O:10][CH2:11][O:12][CH3:13])[CH:3]=1)[CH2:29][CH2:30][CH3:31]. The yield is 0.770.